From a dataset of Catalyst prediction with 721,799 reactions and 888 catalyst types from USPTO. Predict which catalyst facilitates the given reaction. (1) Reactant: [Cl-].O[NH3+:3].[C:4](=[O:7])([O-])[OH:5].[Na+].CS(C)=O.[F:13][C:14]1[CH:19]=[C:18]([CH2:20][C:21]2[C:22](=[O:45])[N:23]([C@H:33]3[CH2:38][CH2:37][C@H:36]([O:39][CH2:40][C:41]([OH:44])([CH3:43])[CH3:42])[CH2:35][CH2:34]3)[C:24]3[N:25]([N:30]=[CH:31][CH:32]=3)[C:26]=2[CH2:27][CH2:28][CH3:29])[CH:17]=[CH:16][C:15]=1[C:46]1[C:47]([C:52]#[N:53])=[CH:48][CH:49]=[CH:50][CH:51]=1. Product: [F:13][C:14]1[CH:19]=[C:18]([CH2:20][C:21]2[C:22](=[O:45])[N:23]([C@H:33]3[CH2:38][CH2:37][C@H:36]([O:39][CH2:40][C:41]([OH:44])([CH3:42])[CH3:43])[CH2:35][CH2:34]3)[C:24]3[N:25]([N:30]=[CH:31][CH:32]=3)[C:26]=2[CH2:27][CH2:28][CH3:29])[CH:17]=[CH:16][C:15]=1[C:46]1[CH:51]=[CH:50][CH:49]=[CH:48][C:47]=1[C:52]1[NH:3][C:4](=[O:7])[O:5][N:53]=1. The catalyst class is: 13. (2) Reactant: [F:1][C:2]1[CH:7]=[CH:6][C:5]([N:8]([CH2:26][O:27][CH2:28][CH2:29][Si:30]([CH3:33])([CH3:32])[CH3:31])[C:9]([C:11]2[N:16]=[CH:15][C:14](B3OC(C)(C)C(C)(C)O3)=[CH:13][N:12]=2)=[O:10])=[CH:4][CH:3]=1.FC(F)(F)S(O[C:40](=[CH2:45])[C:41]([O:43][CH3:44])=[O:42])(=O)=O.C(=O)([O-])[O-].[Na+].[Na+]. Product: [F:1][C:2]1[CH:3]=[CH:4][C:5]([N:8]([CH2:26][O:27][CH2:28][CH2:29][Si:30]([CH3:32])([CH3:31])[CH3:33])[C:9]([C:11]2[N:12]=[CH:13][C:14]([C:40](=[CH2:45])[C:41]([O:43][CH3:44])=[O:42])=[CH:15][N:16]=2)=[O:10])=[CH:6][CH:7]=1. The catalyst class is: 109. (3) Reactant: [Cl:1][C:2]1[N:7]=[N:6][C:5](Cl)=[C:4]2[CH:9]=[N:10][CH:11]=[CH:12][C:3]=12.CCN(C(C)C)C(C)C.[CH3:22][C@@H:23]1[CH2:28][NH:27][C@@H:26]([CH3:29])[CH2:25][NH:24]1.C(=O)(O)[O-].[Na+]. The catalyst class is: 37. Product: [Cl:1][C:2]1[N:7]=[N:6][C:5]([N:24]2[CH2:25][C@@H:26]([CH3:29])[NH:27][CH2:28][C@@H:23]2[CH3:22])=[C:4]2[CH:9]=[N:10][CH:11]=[CH:12][C:3]=12. (4) Reactant: [C:1]1([C:7]2[CH:12]=[C:11]([CH:13]3[CH2:18][NH:17][C:16](=[O:19])[NH:15][CH2:14]3)[CH:10]=[CH:9][C:8]=2[NH:20][C:21]([C:23]2[N:24](COCC[Si](C)(C)C)[CH:25]=[C:26]([C:28]#[N:29])[N:27]=2)=[O:22])[CH2:6][CH2:5][CH2:4][CH2:3][CH:2]=1.CCO.[C:41]([OH:47])([C:43]([F:46])([F:45])[F:44])=[O:42]. Product: [F:44][C:43]([F:46])([F:45])[C:41]([OH:47])=[O:42].[C:1]1([C:7]2[CH:12]=[C:11]([CH:13]3[CH2:18][NH:17][C:16](=[O:19])[NH:15][CH2:14]3)[CH:10]=[CH:9][C:8]=2[NH:20][C:21]([C:23]2[NH:24][CH:25]=[C:26]([C:28]#[N:29])[N:27]=2)=[O:22])[CH2:6][CH2:5][CH2:4][CH2:3][CH:2]=1. The catalyst class is: 2. (5) Reactant: [F:1][C:2]([F:11])([F:10])[C:3]1[N:7]=[CH:6][N:5]([CH2:8]O)[N:4]=1.S(Cl)([Cl:14])=O. Product: [Cl:14][CH2:8][N:5]1[CH:6]=[N:7][C:3]([C:2]([F:11])([F:10])[F:1])=[N:4]1. The catalyst class is: 4. (6) Reactant: [CH3:1][S:2][C:3]1[CH:8]=[CH:7][C:6]([N:9]2[C:13]3[CH:14]=[C:15]([C:18]([O:20][CH3:21])=[O:19])[CH:16]=[CH:17][C:12]=3[N:11]=[CH:10]2)=[CH:5][CH:4]=1.ClC1C=CC=C(C(OO)=[O:30])C=1.S([O-])([O-])(=O)=S.[Na+].[Na+]. Product: [CH3:1][S:2]([C:3]1[CH:4]=[CH:5][C:6]([N:9]2[C:13]3[CH:14]=[C:15]([C:18]([O:20][CH3:21])=[O:19])[CH:16]=[CH:17][C:12]=3[N:11]=[CH:10]2)=[CH:7][CH:8]=1)=[O:30]. The catalyst class is: 4. (7) Reactant: [NH2:1][C:2]1[C:7]2[NH:8][C:9]([NH:11][C:12]([C:14]3[N:15]=[CH:16][C:17]4[C:22]([CH:23]=3)=[CH:21][CH:20]=[CH:19][CH:18]=4)=[O:13])=[N:10][C:6]=2[CH:5]=[CH:4][CH:3]=1.N1([C:29]([N:31]2[CH:35]=[CH:34]N=C2)=[O:30])C=CN=C1.[F:36][C:37]1[CH:42]=CC(N)=[CH:39][CH:38]=1. Product: [F:36][C:37]1[CH:42]=[CH:34][C:35]([NH:31][C:29](=[O:30])[NH:1][C:2]2[C:7]3[NH:8][C:9]([NH:11][C:12]([C:14]4[N:15]=[CH:16][C:17]5[C:22]([CH:23]=4)=[CH:21][CH:20]=[CH:19][CH:18]=5)=[O:13])=[N:10][C:6]=3[CH:5]=[CH:4][CH:3]=2)=[CH:39][CH:38]=1. The catalyst class is: 3. (8) Reactant: [CH3:1][C:2]([N:6]1[Si:10]([CH3:12])([CH3:11])[CH2:9][CH2:8][Si:7]1([CH3:14])[CH3:13])([CH3:5])[C:3]#[CH:4].[CH2:15]([Li])CCC.CI. Product: [CH3:5][C:2]([N:6]1[Si:7]([CH3:14])([CH3:13])[CH2:8][CH2:9][Si:10]1([CH3:11])[CH3:12])([CH3:1])[C:3]#[C:4][CH3:15]. The catalyst class is: 7. (9) Product: [CH3:10][O:11][C:12]1[CH:13]=[CH:14][C:15]([C:18]2[CH:23]=[CH:22][N:21]=[C:20]3[NH:24][C:25]([C:27]4[CH:28]=[N:29][CH:30]=[C:31]([C:32]([N:40]5[CH2:41][CH2:42][N:37]([CH3:36])[CH2:38][CH2:39]5)=[O:33])[CH:35]=4)=[N:26][C:19]=23)=[CH:16][CH:17]=1. Reactant: C(N(C(C)C)C(C)C)C.[CH3:10][O:11][C:12]1[CH:17]=[CH:16][C:15]([C:18]2[CH:23]=[CH:22][N:21]=[C:20]3[NH:24][C:25]([C:27]4[CH:28]=[N:29][CH:30]=[C:31]([CH:35]=4)[C:32](O)=[O:33])=[N:26][C:19]=23)=[CH:14][CH:13]=1.[CH3:36][N:37]1[CH2:42][CH2:41][NH:40][CH2:39][CH2:38]1.CN(C(ON1N=NC2C=CC=CC1=2)=[N+](C)C)C.F[P-](F)(F)(F)(F)F. The catalyst class is: 10.